From a dataset of Catalyst prediction with 721,799 reactions and 888 catalyst types from USPTO. Predict which catalyst facilitates the given reaction. (1) Reactant: C([N:8]1[CH2:13][CH2:12][N:11]([C:14]2[CH:19]=[CH:18][CH:17]=[CH:16][C:15]=2[CH2:20][NH2:21])[CH2:10][CH2:9]1)(OC(C)(C)C)=O.CCN(C(C)C)C(C)C.[C:31](Cl)(=[O:34])[CH2:32][CH3:33].C(O)(C(F)(F)F)=O.[OH-].[Na+]. Product: [C:31]([NH:21][CH2:20][C:15]1[CH:16]=[CH:17][CH:18]=[CH:19][C:14]=1[N:11]1[CH2:10][CH2:9][NH:8][CH2:13][CH2:12]1)(=[O:34])[CH2:32][CH3:33]. The catalyst class is: 124. (2) Reactant: [NH2:1][C:2]1[S:6][C:5]([CH2:7][CH2:8][CH2:9][CH2:10][N:11]2[CH:16]=[CH:15][C:14]([NH:17][C:18](=[O:26])[CH2:19][C:20]3[CH:25]=[CH:24][CH:23]=[CH:22][CH:21]=3)=[N:13][C:12]2=[O:27])=[N:4][N:3]=1.Cl.[N:29]1[CH:34]=[CH:33][CH:32]=[C:31]([CH2:35][C:36](O)=[O:37])[CH:30]=1.C(P1(=O)OP(CCC)(=O)OP(CCC)(=O)O1)CC. Product: [O:27]=[C:12]1[N:13]=[C:14]([NH:17][C:18](=[O:26])[CH2:19][C:20]2[CH:21]=[CH:22][CH:23]=[CH:24][CH:25]=2)[CH:15]=[CH:16][N:11]1[CH2:10][CH2:9][CH2:8][CH2:7][C:5]1[S:6][C:2]([NH:1][C:36](=[O:37])[CH2:35][C:31]2[CH:30]=[N:29][CH:34]=[CH:33][CH:32]=2)=[N:3][N:4]=1. The catalyst class is: 3. (3) Reactant: C([O:4][CH2:5][CH2:6][CH2:7][C:8]1[CH:9]=[C:10]2[C:14](=[CH:15][CH:16]=1)[NH:13][CH:12]=[C:11]2[C:17](=[O:36])[CH:18]([C:28]1[CH:33]=[N:32][C:31]([O:34][CH3:35])=[CH:30][N:29]=1)[NH:19][C:20]1[CH:21]=[N:22][CH:23]=[C:24]([O:26][CH3:27])[CH:25]=1)(=O)C.C(=O)([O-])[O-].[K+].[K+]. Product: [OH:4][CH2:5][CH2:6][CH2:7][C:8]1[CH:9]=[C:10]2[C:14](=[CH:15][CH:16]=1)[NH:13][CH:12]=[C:11]2[C:17](=[O:36])[CH:18]([C:28]1[CH:33]=[N:32][C:31]([O:34][CH3:35])=[CH:30][N:29]=1)[NH:19][C:20]1[CH:21]=[N:22][CH:23]=[C:24]([O:26][CH3:27])[CH:25]=1. The catalyst class is: 36. (4) Reactant: [CH3:1][O:2][C:3]([C:5]1([NH:18][C:19]([O:21][CH2:22][C:23]2[CH:28]=[CH:27][CH:26]=[CH:25][CH:24]=2)=[O:20])[CH2:10][CH2:9][N:8](C(OC(C)(C)C)=O)[CH2:7][CH2:6]1)=[O:4].C(O)(C(F)(F)F)=O. Product: [CH3:1][O:2][C:3]([C:5]1([NH:18][C:19]([O:21][CH2:22][C:23]2[CH:24]=[CH:25][CH:26]=[CH:27][CH:28]=2)=[O:20])[CH2:10][CH2:9][NH:8][CH2:7][CH2:6]1)=[O:4]. The catalyst class is: 2.